From a dataset of NCI-60 drug combinations with 297,098 pairs across 59 cell lines. Regression. Given two drug SMILES strings and cell line genomic features, predict the synergy score measuring deviation from expected non-interaction effect. (1) Drug 1: C1CCN(CC1)CCOC2=CC=C(C=C2)C(=O)C3=C(SC4=C3C=CC(=C4)O)C5=CC=C(C=C5)O. Drug 2: CCC1(CC2CC(C3=C(CCN(C2)C1)C4=CC=CC=C4N3)(C5=C(C=C6C(=C5)C78CCN9C7C(C=CC9)(C(C(C8N6C=O)(C(=O)OC)O)OC(=O)C)CC)OC)C(=O)OC)O.OS(=O)(=O)O. Cell line: HOP-62. Synergy scores: CSS=19.9, Synergy_ZIP=3.71, Synergy_Bliss=8.95, Synergy_Loewe=-10.8, Synergy_HSA=2.56. (2) Drug 1: CN(C)C1=NC(=NC(=N1)N(C)C)N(C)C. Drug 2: C1=NNC2=C1C(=O)NC=N2. Cell line: MALME-3M. Synergy scores: CSS=-8.41, Synergy_ZIP=2.98, Synergy_Bliss=2.38, Synergy_Loewe=-4.41, Synergy_HSA=-3.68. (3) Drug 1: CC1=C2C(C(=O)C3(C(CC4C(C3C(C(C2(C)C)(CC1OC(=O)C(C(C5=CC=CC=C5)NC(=O)OC(C)(C)C)O)O)OC(=O)C6=CC=CC=C6)(CO4)OC(=O)C)OC)C)OC. Drug 2: C1CCC(C(C1)N)N.C(=O)(C(=O)[O-])[O-].[Pt+4]. Cell line: HOP-92. Synergy scores: CSS=41.7, Synergy_ZIP=3.56, Synergy_Bliss=5.25, Synergy_Loewe=9.36, Synergy_HSA=11.2. (4) Drug 1: C1=CC(=CC=C1CC(C(=O)O)N)N(CCCl)CCCl.Cl. Drug 2: C1CNP(=O)(OC1)N(CCCl)CCCl. Cell line: PC-3. Synergy scores: CSS=-1.26, Synergy_ZIP=-4.25, Synergy_Bliss=-7.18, Synergy_Loewe=-12.5, Synergy_HSA=-7.39. (5) Drug 1: CN1C2=C(C=C(C=C2)N(CCCl)CCCl)N=C1CCCC(=O)O.Cl. Drug 2: C1CN(P(=O)(OC1)NCCCl)CCCl. Cell line: UACC62. Synergy scores: CSS=3.34, Synergy_ZIP=-0.940, Synergy_Bliss=-1.08, Synergy_Loewe=-0.821, Synergy_HSA=-1.75. (6) Drug 1: CCC1=CC2CC(C3=C(CN(C2)C1)C4=CC=CC=C4N3)(C5=C(C=C6C(=C5)C78CCN9C7C(C=CC9)(C(C(C8N6C)(C(=O)OC)O)OC(=O)C)CC)OC)C(=O)OC.C(C(C(=O)O)O)(C(=O)O)O. Drug 2: C1=C(C(=O)NC(=O)N1)F. Cell line: U251. Synergy scores: CSS=67.5, Synergy_ZIP=-3.46, Synergy_Bliss=-7.00, Synergy_Loewe=-5.94, Synergy_HSA=-3.11.